Dataset: Reaction yield outcomes from USPTO patents with 853,638 reactions. Task: Predict the reaction yield, written as a fraction of the theoretical maximum amount of product (1.0 means a 100% yield; for example, 0.34 means a 34% yield). (1) The reactants are [C:1]([O:5][C:6]([NH:8][C@H:9]1[CH2:14][CH2:13][N:12](CC2C=CC=CC=2)[CH2:11][C@H:10]1[CH3:22])=[O:7])([CH3:4])([CH3:3])[CH3:2]. The catalyst is CO.[OH-].[OH-].[Pd+2]. The product is [C:1]([O:5][C:6]([NH:8][C@H:9]1[CH2:14][CH2:13][NH:12][CH2:11][C@H:10]1[CH3:22])=[O:7])([CH3:4])([CH3:2])[CH3:3]. The yield is 0.950. (2) The reactants are Cl[C:2]1[N:7]=[C:6]([O:8][CH3:9])[C:5]([N+:10]([O-:12])=[O:11])=[CH:4][CH:3]=1.[CH3:13][S-:14].[Na+]. The product is [CH3:9][O:8][C:6]1[C:5]([N+:10]([O-:12])=[O:11])=[CH:4][CH:3]=[C:2]([S:14][CH3:13])[N:7]=1. The yield is 0.910. The catalyst is C(#N)C.CN(C=O)C. (3) The reactants are [Cl:1][C:2]1[CH:7]=[CH:6][C:5]([C:8]2[S:17][C:11]3[C:12](=[O:16])[NH:13][CH2:14][CH2:15][C:10]=3[CH:9]=2)=[CH:4][CH:3]=1.Br[C:19]1[CH:24]=[CH:23][C:22]([NH:25][C:26](=[O:33])[CH2:27][N:28]2[CH2:32][CH2:31][CH2:30][CH2:29]2)=[C:21]([O:34][CH3:35])[CH:20]=1.C([O-])([O-])=O.[Cs+].[Cs+].CNCCNC.Cl.CCOCC. The catalyst is C(Cl)Cl.[Cu]I.O1CCOCC1. The product is [ClH:1].[Cl:1][C:2]1[CH:3]=[CH:4][C:5]([C:8]2[S:17][C:11]3[C:12](=[O:16])[N:13]([C:19]4[CH:24]=[CH:23][C:22]([NH:25][C:26](=[O:33])[CH2:27][N:28]5[CH2:32][CH2:31][CH2:30][CH2:29]5)=[C:21]([O:34][CH3:35])[CH:20]=4)[CH2:14][CH2:15][C:10]=3[CH:9]=2)=[CH:6][CH:7]=1. The yield is 0.720.